From a dataset of Full USPTO retrosynthesis dataset with 1.9M reactions from patents (1976-2016). Predict the reactants needed to synthesize the given product. Given the product [CH:21]1([CH2:24][C@H:25]([NH:32][C:12]([C:10]2[CH:9]=[CH:8][C:7]([N:15]3[CH2:18][C:17]([F:20])([F:19])[CH2:16]3)=[C:6]([O:5][CH2:4][CH:1]3[CH2:2][CH2:3]3)[N:11]=2)=[O:14])[CH2:26][O:27][CH2:28][CH2:29][O:30][CH3:31])[CH2:23][CH2:22]1, predict the reactants needed to synthesize it. The reactants are: [CH:1]1([CH2:4][O:5][C:6]2[N:11]=[C:10]([C:12]([OH:14])=O)[CH:9]=[CH:8][C:7]=2[N:15]2[CH2:18][C:17]([F:20])([F:19])[CH2:16]2)[CH2:3][CH2:2]1.[CH:21]1([CH2:24][C@H:25]([NH2:32])[CH2:26][O:27][CH2:28][CH2:29][O:30][CH3:31])[CH2:23][CH2:22]1.